Dataset: Reaction yield outcomes from USPTO patents with 853,638 reactions. Task: Predict the reaction yield, written as a fraction of the theoretical maximum amount of product (1.0 means a 100% yield; for example, 0.34 means a 34% yield). (1) The reactants are N[C:2]1[CH:3]=[CH:4][C:5]([CH3:10])=[C:6]([CH:9]=1)[C:7]#[N:8].N([O-])=O.[Na+].[BrH:15]. The catalyst is O. The product is [Br:15][C:2]1[CH:3]=[CH:4][C:5]([CH3:10])=[C:6]([CH:9]=1)[C:7]#[N:8]. The yield is 0.770. (2) The reactants are [Cl:1][C:2]1[C:3]([S:37]([N:40](CC2C=CC(OC)=CC=2)CC2C=CC(OC)=CC=2)(=[O:39])=[O:38])=[N:4][CH:5]=[C:6]([C:22]([N:24]2[CH2:29][CH2:28][CH:27]([C:30]3[CH:35]=[CH:34][C:33]([F:36])=[CH:32][CH:31]=3)[CH2:26][CH2:25]2)=[O:23])[C:7]=1[NH:8][C:9]1[CH:14]=[CH:13][C:12]([O:15][C:16]([F:19])([F:18])[F:17])=[CH:11][C:10]=1[C:20]#[N:21].C1(OC)C=CC=CC=1. The catalyst is FC(F)(F)C(O)=O. The product is [Cl:1][C:2]1[C:3]([S:37]([NH2:40])(=[O:38])=[O:39])=[N:4][CH:5]=[C:6]([C:22]([N:24]2[CH2:25][CH2:26][CH:27]([C:30]3[CH:31]=[CH:32][C:33]([F:36])=[CH:34][CH:35]=3)[CH2:28][CH2:29]2)=[O:23])[C:7]=1[NH:8][C:9]1[CH:14]=[CH:13][C:12]([O:15][C:16]([F:17])([F:19])[F:18])=[CH:11][C:10]=1[C:20]#[N:21]. The yield is 0.870. (3) The reactants are C(OC([C:6]1[S:7][C:8]([NH:11][C:12](=[O:43])[C:13]2[CH:18]=[C:17]([Cl:19])[C:16]([O:20][C:21]3[CH:26]=[CH:25][N:24]=[CH:23][C:22]=3[C:27]([N:29]3[C:38]4[C:33](=[CH:34][CH:35]=[CH:36][CH:37]=4)[N:32]([CH:39]4[CH2:41][CH2:40]4)[CH2:31][CH2:30]3)=[O:28])=[CH:15][C:14]=2[Cl:42])=[N:9][N:10]=1)=O)C.O.O.[OH-].[Li+].Cl. The catalyst is O1CCOCC1.C(OCC)(=O)C. The product is [Cl:42][C:14]1[CH:15]=[C:16]([O:20][C:21]2[CH:26]=[CH:25][N:24]=[CH:23][C:22]=2[C:27]([N:29]2[C:38]3[C:33](=[CH:34][CH:35]=[CH:36][CH:37]=3)[N:32]([CH:39]3[CH2:40][CH2:41]3)[CH2:31][CH2:30]2)=[O:28])[C:17]([Cl:19])=[CH:18][C:13]=1[C:12]([NH:11][C:8]1[S:7][CH:6]=[N:10][N:9]=1)=[O:43]. The yield is 0.330. (4) The yield is 0.610. The reactants are Br[C:2]1[CH:7]=[CH:6][C:5]([C:8]2[CH:21]=[CH:20][C:19]3[C:10](=[C:11]([C:28]4[CH:33]=[CH:32][CH:31]=[CH:30][CH:29]=4)[C:12]4[C:17]([C:18]=3[C:22]3[CH:27]=[CH:26][CH:25]=[CH:24][CH:23]=3)=[CH:16][CH:15]=[CH:14][CH:13]=4)[CH:9]=2)=[CH:4][CH:3]=1.[CH:34]1[C:42]2[C:41]3[CH:43]=[CH:44][CH:45]=[CH:46][C:40]=3[S:39][C:38]=2[C:37]([C:47]2[CH:48]=[CH:49][C:50]3[NH:51][C:52]4[C:57]([C:58]=3[CH:59]=2)=[CH:56][CH:55]=[CH:54][CH:53]=4)=[CH:36][CH:35]=1.CC(C)([O-])C.[Na+].C(P(C(C)(C)C)C(C)(C)C)(C)(C)C. The product is [CH:34]1[C:42]2[C:41]3[CH:43]=[CH:44][CH:45]=[CH:46][C:40]=3[S:39][C:38]=2[C:37]([C:47]2[CH:48]=[CH:49][C:50]3[N:51]([C:2]4[CH:3]=[CH:4][C:5]([C:8]5[CH:21]=[CH:20][C:19]6[C:10](=[C:11]([C:28]7[CH:33]=[CH:32][CH:31]=[CH:30][CH:29]=7)[C:12]7[C:17]([C:18]=6[C:22]6[CH:27]=[CH:26][CH:25]=[CH:24][CH:23]=6)=[CH:16][CH:15]=[CH:14][CH:13]=7)[CH:9]=5)=[CH:6][CH:7]=4)[C:52]4[C:57]([C:58]=3[CH:59]=2)=[CH:56][CH:55]=[CH:54][CH:53]=4)=[CH:36][CH:35]=1. The catalyst is C1C=CC(/C=C/C(/C=C/C2C=CC=CC=2)=O)=CC=1.C1C=CC(/C=C/C(/C=C/C2C=CC=CC=2)=O)=CC=1.[Pd].CCCCCC.C1(C)C=CC=CC=1.